Dataset: Catalyst prediction with 721,799 reactions and 888 catalyst types from USPTO. Task: Predict which catalyst facilitates the given reaction. (1) Reactant: [N:1]1[C:10]2[C:5](=[CH:6][N:7]=[CH:8][CH:9]=2)[CH:4]=[CH:3][C:2]=1[C:11]([OH:13])=O.O.ON1C2C=CC=CC=2N=N1.[CH3:25][O:26][C:27]1[CH:34]=[CH:33][CH:32]=[C:31]([O:35][CH3:36])[C:28]=1[CH2:29][NH2:30]. Product: [CH3:36][O:35][C:31]1[CH:32]=[CH:33][CH:34]=[C:27]([O:26][CH3:25])[C:28]=1[CH2:29][NH:30][C:11]([C:2]1[CH:3]=[CH:4][C:5]2[C:10](=[CH:9][CH:8]=[N:7][CH:6]=2)[N:1]=1)=[O:13]. The catalyst class is: 3. (2) The catalyst class is: 20. Product: [C:1]([C:5]1[CH:6]=[C:7]2[C:12](=[CH:13][CH:14]=1)[C:11](=[O:15])[N:10]([C:19]1[C:20]([CH:21]=[O:22])=[C:23]([I:27])[CH:24]=[CH:25][N:26]=1)[N:9]=[CH:8]2)([CH3:4])([CH3:2])[CH3:3]. Reactant: [C:1]([C:5]1[CH:6]=[C:7]2[C:12](=[CH:13][CH:14]=1)[C:11](=[O:15])[NH:10][N:9]=[CH:8]2)([CH3:4])([CH3:3])[CH3:2].[H-].[Na+].F[C:19]1[N:26]=[CH:25][CH:24]=[C:23]([I:27])[C:20]=1[CH:21]=[O:22].[NH4+].[Cl-]. (3) Reactant: [F:1][C:2]1[CH:3]=[CH:4][C:5]([N+:16]([O-])=O)=[C:6]([NH:8][C:9]2[CH:14]=[CH:13][CH:12]=[C:11]([F:15])[CH:10]=2)[CH:7]=1. Product: [F:1][C:2]1[CH:7]=[C:6]([NH:8][C:9]2[CH:14]=[CH:13][CH:12]=[C:11]([F:15])[CH:10]=2)[C:5]([NH2:16])=[CH:4][CH:3]=1. The catalyst class is: 25. (4) Reactant: [C:1]([O:5][C:6](=[O:29])[N:7]([C:9]1[CH:14]=[CH:13][C:12]([C:15]2[CH:24]=[N:23][C:22]3[C:17](=[CH:18][C:19]([O:25][CH2:26][CH2:27][OH:28])=[CH:20][CH:21]=3)[N:16]=2)=[CH:11][CH:10]=1)[CH3:8])([CH3:4])([CH3:3])[CH3:2].[C:30]1([CH3:40])[CH:35]=[CH:34][C:33]([S:36](Cl)(=[O:38])=[O:37])=[CH:32][CH:31]=1. Product: [C:1]([O:5][C:6]([N:7]([CH3:8])[C:9]1[CH:14]=[CH:13][C:12]([C:15]2[CH:24]=[N:23][C:22]3[C:17]([N:16]=2)=[CH:18][C:19]([O:25][CH2:26][CH2:27][O:28][S:36]([C:33]2[CH:34]=[CH:35][C:30]([CH3:40])=[CH:31][CH:32]=2)(=[O:38])=[O:37])=[CH:20][CH:21]=3)=[CH:11][CH:10]=1)=[O:29])([CH3:3])([CH3:2])[CH3:4]. The catalyst class is: 383. (5) Reactant: [F:1][C:2]1[CH:3]=[C:4](Br)[CH:5]=[CH:6][C:7]=1[O:8][CH2:9][CH3:10].[Mg].[B:13](OC)([O:16]C)[O:14]C.Cl. Product: [F:1][C:2]1[CH:3]=[C:4]([B:13]([OH:16])[OH:14])[CH:5]=[CH:6][C:7]=1[O:8][CH2:9][CH3:10]. The catalyst class is: 1. (6) Reactant: [C:1]([O:4][CH:5]([O:7][C:8](=[O:14])[CH2:9][CH2:10][C:11]([OH:13])=[O:12])[CH3:6])(=[O:3])[CH3:2].Br[CH2:16][O:17][C:18](=[O:20])[CH3:19].C(=O)([O-])[O-].[Cs+].[Cs+]. Product: [C:18]([O:17][CH2:16][O:12][C:11](=[O:13])[CH2:10][CH2:9][C:8]([O:7][CH:5]([O:4][C:1](=[O:3])[CH3:2])[CH3:6])=[O:14])(=[O:20])[CH3:19]. The catalyst class is: 39. (7) Reactant: [H-].C([Al+]CC(C)C)C(C)C.C[O:12][C:13](=O)/[CH:14]=[CH:15]/[C:16]1[CH:17]=[N:18][C:19]([C:22]2[CH:27]=[CH:26][CH:25]=[CH:24][CH:23]=2)=[N:20][CH:21]=1. Product: [C:22]1([C:19]2[N:20]=[CH:21][C:16](/[CH:15]=[CH:14]/[CH2:13][OH:12])=[CH:17][N:18]=2)[CH:23]=[CH:24][CH:25]=[CH:26][CH:27]=1. The catalyst class is: 2. (8) Reactant: [CH2:1]([O:8][C:9]([N:11]1[CH2:16][CH:15]=[C:14]([C:17]2[CH:22]=[C:21]([CH2:23]O)[CH:20]=[CH:19][C:18]=2[C:25]([F:28])([F:27])[F:26])[CH2:13][CH2:12]1)=[O:10])[C:2]1[CH:7]=[CH:6][CH:5]=[CH:4][CH:3]=1.C(N(CC)CC)C.C1(P([N:50]=[N+:51]=[N-:52])(C2C=CC=CC=2)=O)C=CC=CC=1. Product: [CH2:1]([O:8][C:9]([N:11]1[CH2:16][CH:15]=[C:14]([C:17]2[CH:22]=[C:21]([CH2:23][N:50]=[N+:51]=[N-:52])[CH:20]=[CH:19][C:18]=2[C:25]([F:28])([F:27])[F:26])[CH2:13][CH2:12]1)=[O:10])[C:2]1[CH:7]=[CH:6][CH:5]=[CH:4][CH:3]=1. The catalyst class is: 1. (9) The catalyst class is: 7. Product: [CH2:23]([N:30]1[C:34]([CH2:35][CH2:36][C:37]([OH:39])=[O:38])=[CH:33][C:32]([O:13][CH2:12][CH2:11][CH2:10][C:9]2[N:5]([CH2:4][C:3]3[CH:18]=[CH:19][C:20]([Cl:22])=[CH:21][C:2]=3[Cl:1])[N:6]=[C:7]([O:14][CH:15]([CH3:17])[CH3:16])[CH:8]=2)=[N:31]1)[C:24]1[CH:29]=[CH:28][CH:27]=[CH:26][CH:25]=1. Reactant: [Cl:1][C:2]1[CH:21]=[C:20]([Cl:22])[CH:19]=[CH:18][C:3]=1[CH2:4][N:5]1[C:9]([CH2:10][CH2:11][CH2:12][OH:13])=[CH:8][C:7]([O:14][CH:15]([CH3:17])[CH3:16])=[N:6]1.[CH2:23]([N:30]1[C:34]([CH2:35][CH2:36][C:37]([O:39]CC)=[O:38])=[CH:33][C:32](O)=[N:31]1)[C:24]1[CH:29]=[CH:28][CH:27]=[CH:26][CH:25]=1.C(P(CCCC)CCCC)CCC.N(C(N1CCCCC1)=O)=NC(N1CCCCC1)=O.O1CCCC1CCO.[OH-].[Na+].Cl. (10) Reactant: [CH3:1][O:2][C:3]1[CH:19]=[CH:18][C:6]([CH2:7][O:8][CH2:9][C:10]([CH3:17])([CH3:16])[C:11](=O)[CH2:12][C:13]#[N:14])=[CH:5][CH:4]=1.[OH-:20].[Na+].S(O)(O)(=O)=O.[NH2:27]O. Product: [CH3:16][C:10]([C:11]1[CH:12]=[C:13]([NH2:14])[O:20][N:27]=1)([CH3:17])[CH2:9][O:8][CH2:7][C:6]1[CH:18]=[CH:19][C:3]([O:2][CH3:1])=[CH:4][CH:5]=1. The catalyst class is: 6.